From a dataset of Full USPTO retrosynthesis dataset with 1.9M reactions from patents (1976-2016). Predict the reactants needed to synthesize the given product. (1) Given the product [O:1]=[CH:2][CH:3]([CH3:10])[CH2:4][C:5]([O:7][CH2:8][CH3:9])=[O:6], predict the reactants needed to synthesize it. The reactants are: [O:1]=[CH:2]/[C:3](/[CH3:10])=[CH:4]/[C:5]([O:7][CH2:8][CH3:9])=[O:6]. (2) Given the product [CH3:13][O:14][C:15]1[CH:16]=[C:17]([CH2:23][CH2:24][N:25]([CH2:26][C@@H:27]([C:29]2[CH:30]=[CH:31][CH:32]=[CH:33][CH:34]=2)[CH3:28])[C:10]([C:8]2[CH:7]=[CH:6][C:5]3[O:1][CH2:2][O:3][C:4]=3[CH:9]=2)=[O:11])[CH:18]=[CH:19][C:20]=1[O:21][CH3:22], predict the reactants needed to synthesize it. The reactants are: [O:1]1[C:5]2[CH:6]=[CH:7][C:8]([C:10](Cl)=[O:11])=[CH:9][C:4]=2[O:3][CH2:2]1.[CH3:13][O:14][C:15]1[CH:16]=[C:17]([CH2:23][CH2:24][NH:25][CH2:26][C@@H:27]([C:29]2[CH:34]=[CH:33][CH:32]=[CH:31][CH:30]=2)[CH3:28])[CH:18]=[CH:19][C:20]=1[O:21][CH3:22].